Dataset: Reaction yield outcomes from USPTO patents with 853,638 reactions. Task: Predict the reaction yield, written as a fraction of the theoretical maximum amount of product (1.0 means a 100% yield; for example, 0.34 means a 34% yield). (1) The reactants are C(OC(=O)[NH:7][C@H:8]1[CH2:12][CH2:11][N:10]([C@@H:13]([CH2:19][NH:20][C:21]([O:23][CH2:24][C:25]2[CH:30]=[CH:29][CH:28]=[CH:27][CH:26]=2)=[O:22])[C@@H:14]([OH:18])[C:15]#[C:16][CH3:17])[C:9]1=[O:31])(C)(C)C.C(O)(C(F)(F)F)=O.C(N(CC)C(C)C)(C)C.[C:49]([NH:56][C:57]1[CH:65]=[CH:64][C:63]([C:66]([F:69])([F:68])[F:67])=[CH:62][C:58]=1[C:59]([OH:61])=O)([O:51][C:52]([CH3:55])([CH3:54])[CH3:53])=[O:50].CN(C(ON1N=NC2C=CC=NC1=2)=[N+](C)C)C.F[P-](F)(F)(F)(F)F. The catalyst is C(Cl)Cl. The product is [C:52]([O:51][C:49](=[O:50])[NH:56][C:57]1[CH:65]=[CH:64][C:63]([C:66]([F:69])([F:68])[F:67])=[CH:62][C:58]=1[C:59](=[O:61])[NH:7][C@H:8]1[CH2:12][CH2:11][N:10]([C@@H:13]([CH2:19][NH:20][C:21]([O:23][CH2:24][C:25]2[CH:30]=[CH:29][CH:28]=[CH:27][CH:26]=2)=[O:22])[C@@H:14]([OH:18])[C:15]#[C:16][CH3:17])[C:9]1=[O:31])([CH3:53])([CH3:55])[CH3:54]. The yield is 0.640. (2) The reactants are [F:1][C:2]1[CH:9]=[CH:8][CH:7]=[C:6](B2OC(C)(C)C(C)(C)O2)[C:3]=1[C:4]#[N:5].Cl.Cl[C:21]1[CH:26]=[CH:25][N:24]=[CH:23][N:22]=1.O1CCOCC1.C(=O)([O-])[O-].[Na+].[Na+]. The catalyst is [Pd].C1(P(C2C=CC=CC=2)C2C=CC=CC=2)C=CC=CC=1.C1(P(C2C=CC=CC=2)C2C=CC=CC=2)C=CC=CC=1.C1(P(C2C=CC=CC=2)C2C=CC=CC=2)C=CC=CC=1.C1(P(C2C=CC=CC=2)C2C=CC=CC=2)C=CC=CC=1.O. The product is [F:1][C:2]1[CH:9]=[CH:8][CH:7]=[C:6]([C:21]2[CH:26]=[CH:25][N:24]=[CH:23][N:22]=2)[C:3]=1[C:4]#[N:5]. The yield is 0.110. (3) The reactants are [NH2:1][C:2]1[N:7]=[CH:6][N:5]=[C:4]2[N:8]([CH:12]([C:14]3[C:15]([O:33][CH3:34])=[C:16]([CH:22]4[CH2:25][N:24]([C:26]([O:28][C:29]([CH3:32])([CH3:31])[CH3:30])=[O:27])[CH2:23]4)[C:17]([F:21])=[C:18]([Cl:20])[CH:19]=3)[CH3:13])[N:9]=[C:10](I)[C:3]=12.[CH3:35][C:36]1(C)C(C)(C)OB(C=C)O1.C(=O)([O-])[O-].[Na+].[Na+]. The catalyst is CN(C)C=O.O.[Pd].C1(P(C2C=CC=CC=2)C2C=CC=CC=2)C=CC=CC=1.C1(P(C2C=CC=CC=2)C2C=CC=CC=2)C=CC=CC=1.C1(P(C2C=CC=CC=2)C2C=CC=CC=2)C=CC=CC=1.C1(P(C2C=CC=CC=2)C2C=CC=CC=2)C=CC=CC=1. The product is [NH2:1][C:2]1[N:7]=[CH:6][N:5]=[C:4]2[N:8]([CH:12]([C:14]3[C:15]([O:33][CH3:34])=[C:16]([CH:22]4[CH2:25][N:24]([C:26]([O:28][C:29]([CH3:32])([CH3:31])[CH3:30])=[O:27])[CH2:23]4)[C:17]([F:21])=[C:18]([Cl:20])[CH:19]=3)[CH3:13])[N:9]=[C:10]([CH:35]=[CH2:36])[C:3]=12. The yield is 0.740. (4) The reactants are [F:1][C:2]1[CH:11]=[C:10]2[C:5]([CH:6]([C:12]([OH:14])=[O:13])[CH2:7][CH2:8][O:9]2)=[CH:4][CH:3]=1.[CH2:15]1COCC1. The catalyst is CO.S(=O)(=O)(O)O.C(OCC)(=O)C.C(=O)(O)[O-].[Na+]. The product is [F:1][C:2]1[CH:11]=[C:10]2[C:5]([CH:6]([C:12]([O:14][CH3:15])=[O:13])[CH2:7][CH2:8][O:9]2)=[CH:4][CH:3]=1. The yield is 0.987. (5) The reactants are F[B-](F)(F)F.[O:6]=[N+:7]=[O:8].C(Cl)Cl.[Br:12][C:13]1[CH:18]=[CH:17][C:16]([F:19])=[CH:15][C:14]=1[CH3:20]. The catalyst is CCCCCC. The product is [Br:12][C:13]1[CH:18]=[C:17]([N+:7]([O-:8])=[O:6])[C:16]([F:19])=[CH:15][C:14]=1[CH3:20]. The yield is 0.530. (6) The reactants are [O:1]1[C:5]([C:6]([OH:8])=[O:7])=[CH:4][CH:3]=[C:2]1[C:9]([OH:11])=[O:10]. The catalyst is C(O)(=O)C. The product is [O:1]1[CH:5]([C:6]([OH:8])=[O:7])[CH2:4][CH2:3][CH:2]1[C:9]([OH:11])=[O:10]. The yield is 0.880.